Dataset: Full USPTO retrosynthesis dataset with 1.9M reactions from patents (1976-2016). Task: Predict the reactants needed to synthesize the given product. (1) Given the product [OH:12][C@H:13]1[CH2:17][N:16]([CH:18]2[CH2:19][CH2:20][N:21]([CH2:46][C:45]3[CH:44]=[CH:43][C:42]([O:41][C:33]4[S:32][C:40]5[C:35]([N:34]=4)=[N:36][CH:37]=[CH:38][CH:39]=5)=[CH:49][CH:48]=3)[CH2:22][CH2:23]2)[C:15](=[O:24])[CH2:14]1, predict the reactants needed to synthesize it. The reactants are: C(O)(=O)C.[Si]([O:12][C@H:13]1[CH2:17][N:16]([CH:18]2[CH2:23][CH2:22][NH:21][CH2:20][CH2:19]2)[C:15](=[O:24])[CH2:14]1)(C(C)(C)C)(C)C.CCN(CC)CC.[S:32]1[C:40]2[C:35](=[N:36][CH:37]=[CH:38][CH:39]=2)[N:34]=[C:33]1[O:41][C:42]1[CH:49]=[CH:48][C:45]([CH:46]=O)=[CH:44][CH:43]=1.C(O[BH-](OC(=O)C)OC(=O)C)(=O)C.[Na+].Cl. (2) Given the product [C:1]([C:3]1[CH:4]=[CH:5][C:6]2[CH:10]=[C:9]([C:11]([OH:13])=[O:12])[S:8][C:7]=2[CH:15]=1)#[N:2], predict the reactants needed to synthesize it. The reactants are: [C:1]([C:3]1[CH:4]=[CH:5][C:6]2[CH:10]=[C:9]([C:11]([O:13]C)=[O:12])[S:8][C:7]=2[CH:15]=1)#[N:2].CO.[OH-].[Na+]. (3) The reactants are: [CH:1]1([NH:5][C@@H:6]2[CH2:8][C@H:7]2[C:9]2[CH:10]=[C:11]([C:14]([NH:16][C:17]3[S:18][C:19]([CH3:22])=[N:20][N:21]=3)=[O:15])[S:12][CH:13]=2)[CH2:4][CH2:3][CH2:2]1.C1COCC1.[S:28](=[O:32])(=[O:31])([OH:30])[OH:29]. Given the product [S:28]([OH:32])([OH:31])(=[O:30])=[O:29].[CH:1]1([NH:5][C@@H:6]2[CH2:8][C@H:7]2[C:9]2[CH:10]=[C:11]([C:14]([NH:16][C:17]3[S:18][C:19]([CH3:22])=[N:20][N:21]=3)=[O:15])[S:12][CH:13]=2)[CH2:2][CH2:3][CH2:4]1, predict the reactants needed to synthesize it. (4) Given the product [C:23]([O:27][C:28](=[O:48])[NH:29][C:30]1[C:39]2[C:34](=[CH:35][CH:36]=[CH:37][CH:38]=2)[C:33]([O:40][C:41]2[CH:46]=[CH:45][N:44]=[C:43]([NH:1][C:2]3[CH:3]=[C:4]([C:5](=[O:6])[NH:7][CH2:8][CH2:9][O:10][CH2:11][CH2:12][O:13][CH2:14][CH2:15][O:16][CH3:17])[CH:18]=[C:19]([C:21]#[CH:22])[CH:20]=3)[N:42]=2)=[CH:32][CH:31]=1)([CH3:26])([CH3:24])[CH3:25], predict the reactants needed to synthesize it. The reactants are: [NH2:1][C:2]1[CH:3]=[C:4]([CH:18]=[C:19]([C:21]#[CH:22])[CH:20]=1)[C:5]([NH:7][CH2:8][CH2:9][O:10][CH2:11][CH2:12][O:13][CH2:14][CH2:15][O:16][CH3:17])=[O:6].[C:23]([O:27][C:28](=[O:48])[NH:29][C:30]1[C:39]2[C:34](=[CH:35][CH:36]=[CH:37][CH:38]=2)[C:33]([O:40][C:41]2[CH:46]=[CH:45][N:44]=[C:43](Cl)[N:42]=2)=[CH:32][CH:31]=1)([CH3:26])([CH3:25])[CH3:24].CC1C=CC(S(O)(=O)=O)=CC=1.O.ClC1N=CC=CN=1. (5) Given the product [CH2:8]([C@H:4]([C@@H:3]([O:16][Si:17]([CH:21]([CH3:23])[CH3:22])([CH:24]([CH3:26])[CH3:25])[CH:18]([CH3:19])[CH3:20])[C@@H:2]([OH:6])[CH3:1])[CH2:5][OH:7])[CH2:9][C:10]1[CH:15]=[CH:14][CH:13]=[CH:12][CH:11]=1, predict the reactants needed to synthesize it. The reactants are: [CH3:1][C@@H:2]1[O:6][C:5](=[O:7])[C@H:4]([CH2:8][CH2:9][C:10]2[CH:15]=[CH:14][CH:13]=[CH:12][CH:11]=2)[C@H:3]1[O:16][Si:17]([CH:24]([CH3:26])[CH3:25])([CH:21]([CH3:23])[CH3:22])[CH:18]([CH3:20])[CH3:19].CC(C[AlH]CC(C)C)C. (6) The reactants are: [C:1]([O:14][CH2:15][C:16]1[CH:21]=[CH:20][CH:19]=[CH:18][CH:17]=1)(=[O:13])[CH2:2][C:3]([O:5][CH2:6][C:7]1[CH:12]=[CH:11][CH:10]=[CH:9][CH:8]=1)=[O:4].[H-].[Na+].Cl[C:25]1[CH:30]=[CH:29][N:28]=[CH:27][C:26]=1[N+:31]([O-:33])=[O:32]. Given the product [CH2:6]([O:5][C:3](=[O:4])[CH:2]([C:25]1[CH:30]=[CH:29][N:28]=[CH:27][C:26]=1[N+:31]([O-:33])=[O:32])[C:1]([O:14][CH2:15][C:16]1[CH:17]=[CH:18][CH:19]=[CH:20][CH:21]=1)=[O:13])[C:7]1[CH:12]=[CH:11][CH:10]=[CH:9][CH:8]=1, predict the reactants needed to synthesize it. (7) The reactants are: B(Cl)(Cl)Cl.C(OC([N:12]1[CH2:17][CH2:16][N:15]([C:18]2[C:19]([C:23]3[CH:28]=[CH:27][C:26]([F:29])=[CH:25][C:24]=3[O:30]CC3C=CC=CC=3)=[N:20][NH:21][CH:22]=2)[CH2:14][CH2:13]1)=O)(C)(C)C.C(=O)(O)[O-].[Na+]. Given the product [F:29][C:26]1[CH:27]=[CH:28][C:23]([C:19]2[C:18]([N:15]3[CH2:16][CH2:17][NH:12][CH2:13][CH2:14]3)=[CH:22][NH:21][N:20]=2)=[C:24]([OH:30])[CH:25]=1, predict the reactants needed to synthesize it.